Predict the reaction yield, written as a fraction of the theoretical maximum amount of product (1.0 means a 100% yield; for example, 0.34 means a 34% yield). From a dataset of Reaction yield outcomes from USPTO patents with 853,638 reactions. (1) The reactants are [Br:1][C:2]1[N:7]=[C:6]([C:8]2[NH:17][C:16](=[O:18])[C:15]3[C:10](=[CH:11][C:12]([F:20])=[CH:13][C:14]=3F)[N:9]=2)[CH:5]=[CH:4][CH:3]=1.[CH3:21][O-:22].[Na+]. The catalyst is CO. The product is [Br:1][C:2]1[N:7]=[C:6]([C:8]2[NH:17][C:16](=[O:18])[C:15]3[C:10](=[CH:11][C:12]([F:20])=[CH:13][C:14]=3[O:22][CH3:21])[N:9]=2)[CH:5]=[CH:4][CH:3]=1. The yield is 0.890. (2) The reactants are Br[C:2]1[CH:7]=[CH:6][C:5]([C:8]2[C:12]3[CH2:13][C:14]4[S:15][CH:16]=[CH:17][C:18]=4[C:11]=3[N:10]([CH2:19][O:20][CH2:21][CH2:22][Si:23]([CH3:26])([CH3:25])[CH3:24])[N:9]=2)=[CH:4][CH:3]=1.[CH3:27][O:28][C:29]1[CH:34]=[CH:33][C:32](B2OC(C)(C)C(C)(C)O2)=[CH:31][N:30]=1.[C:44]([O-])([O-])=[O:45].[Na+].[Na+]. The catalyst is C1(C)C=CC=CC=1.C(O)C.Cl[Pd](Cl)([P](C1C=CC=CC=1)(C1C=CC=CC=1)C1C=CC=CC=1)[P](C1C=CC=CC=1)(C1C=CC=CC=1)C1C=CC=CC=1. The product is [CH3:44][O:45][C:2]1[CH:7]=[CH:6][C:5]([C:8]2[C:12]3[CH2:13][C:14]4[S:15][C:16]([C:32]5[CH:31]=[N:30][C:29]([O:28][CH3:27])=[CH:34][CH:33]=5)=[CH:17][C:18]=4[C:11]=3[N:10]([CH2:19][O:20][CH2:21][CH2:22][Si:23]([CH3:26])([CH3:25])[CH3:24])[N:9]=2)=[CH:4][CH:3]=1. The yield is 0.750. (3) The reactants are [ClH:1].[NH:2]1[CH:6]=[C:5]([CH2:7][C:8]([OH:10])=[O:9])[N:4]=[CH:3]1.Cl.[CH3:12]O. No catalyst specified. The product is [ClH:1].[NH:2]1[CH:6]=[C:5]([CH2:7][C:8]([O:10][CH3:12])=[O:9])[N:4]=[CH:3]1. The yield is 0.990.